Dataset: Reaction yield outcomes from USPTO patents with 853,638 reactions. Task: Predict the reaction yield, written as a fraction of the theoretical maximum amount of product (1.0 means a 100% yield; for example, 0.34 means a 34% yield). The yield is 0.520. The reactants are C([O:3][C:4](=[O:17])[CH2:5][NH:6][C:7]([C:9]1[C:13]([CH3:14])=[C:12]([CH:15]=O)[NH:11][CH:10]=1)=[O:8])C.[OH-].[Na+].[CH3:20][NH:21][S:22]([C:25]1[CH:26]=[C:27]2[C:31](=[CH:32][CH:33]=1)[NH:30][C:29](=[O:34])[CH2:28]2)(=[O:24])=[O:23].N1CCCCC1. The catalyst is CO.C(O)C. The product is [CH3:14][C:13]1[C:9]([C:7]([NH:6][CH2:5][C:4]([OH:3])=[O:17])=[O:8])=[CH:10][NH:11][C:12]=1[CH:15]=[C:28]1[C:27]2[C:31](=[CH:32][CH:33]=[C:25]([S:22](=[O:23])(=[O:24])[NH:21][CH3:20])[CH:26]=2)[NH:30][C:29]1=[O:34].